This data is from Human liver microsome stability data. The task is: Regression/Classification. Given a drug SMILES string, predict its absorption, distribution, metabolism, or excretion properties. Task type varies by dataset: regression for continuous measurements (e.g., permeability, clearance, half-life) or binary classification for categorical outcomes (e.g., BBB penetration, CYP inhibition). Dataset: hlm. The molecule is Cc1ccccc1OCC(=O)Nc1ccc2cnn(C)c2c1. The result is 1 (stable in human liver microsomes).